From a dataset of Forward reaction prediction with 1.9M reactions from USPTO patents (1976-2016). Predict the product of the given reaction. Given the reactants [Br:1][C:2]1[N:3]=[CH:4][N:5]([CH2:7][C:8]2[CH:18]=[CH:17][C:11]3[N:12]=[C:13]([S:15][CH3:16])[S:14][C:10]=3[CH:9]=2)[CH:6]=1.ClC1C=C(C=CC=1)C(OO)=[O:24].C([O-])(O)=O.[Na+], predict the reaction product. The product is: [Br:1][C:2]1[N:3]=[CH:4][N:5]([CH2:7][C:8]2[CH:18]=[CH:17][C:11]3[N:12]=[C:13]([S:15]([CH3:16])=[O:24])[S:14][C:10]=3[CH:9]=2)[CH:6]=1.